Dataset: Peptide-MHC class I binding affinity with 185,985 pairs from IEDB/IMGT. Task: Regression. Given a peptide amino acid sequence and an MHC pseudo amino acid sequence, predict their binding affinity value. This is MHC class I binding data. (1) The binding affinity (normalized) is 0.0472. The peptide sequence is YTAFTIPSI. The MHC is HLA-A02:07 with pseudo-sequence HLA-A02:07. (2) The peptide sequence is ILMWNKQFIK. The MHC is HLA-A33:01 with pseudo-sequence HLA-A33:01. The binding affinity (normalized) is 0.518. (3) The peptide sequence is SMMGFKMNY. The MHC is HLA-A03:01 with pseudo-sequence HLA-A03:01. The binding affinity (normalized) is 0.853. (4) The peptide sequence is VRLVFNLVKDP. The MHC is HLA-B27:05 with pseudo-sequence HLA-B27:05. The binding affinity (normalized) is 0.207. (5) The peptide sequence is GSTLAGVNV. The MHC is HLA-A02:01 with pseudo-sequence HLA-A02:01. The binding affinity (normalized) is 0. (6) The peptide sequence is IVKYKQYLK. The MHC is HLA-B08:01 with pseudo-sequence HLA-B08:01. The binding affinity (normalized) is 0.0847.